Dataset: Reaction yield outcomes from USPTO patents with 853,638 reactions. Task: Predict the reaction yield, written as a fraction of the theoretical maximum amount of product (1.0 means a 100% yield; for example, 0.34 means a 34% yield). (1) The reactants are [Br:1][C:2]1[CH:10]=[C:9]2[C:5]([CH2:6][C:7]3([CH2:23][CH2:22][CH:21]([O:24][CH3:25])[CH2:20][CH2:19]3)[C:8]2([NH:13][C:14](=[O:18])[C:15]([F:17])=[CH2:16])C=C)=[CH:4][CH:3]=1.CCOC(C)=O. The catalyst is Cl[Ru](=C1N(C2C(C)=CC(C)=CC=2C)CCN1C1C(C)=CC(C)=CC=1C)(Cl)(=CC1C=CC=CC=1)[P](C1CCCCC1)(C1CCCCC1)C1CCCCC1.ClCCl.CC1C=C(C)C(N2C(=[Ru](Cl)(Cl)=CC3C=CC=CC=3OC(C)C)N(C3C(C)=CC(C)=CC=3C)CC2)=C(C)C=1.CCCCCCC. The product is [Br:1][C:2]1[CH:10]=[C:9]2[C:5]([CH2:6][C:7]3([C:8]42[CH:16]=[C:15]([F:17])[C:14](=[O:18])[NH:13]4)[CH2:23][CH2:22][CH:21]([O:24][CH3:25])[CH2:20][CH2:19]3)=[CH:4][CH:3]=1. The yield is 0.210. (2) The reactants are [CH3:1][C:2]1([CH3:22])[C@H:6]([C:7]2[CH:12]=[CH:11][C:10]([CH3:13])=[CH:9][CH:8]=2)[C:5]2[C:14]([CH3:21])=[C:15]([NH2:20])[C:16]([CH3:19])=[C:17]([CH3:18])[C:4]=2[O:3]1.[CH3:23][O:24][C:25]1[CH:30]=[CH:29][C:28]([CH2:31][C:32](O)=[O:33])=[CH:27][CH:26]=1. The catalyst is C(OCC)(=O)C.CCCCCC. The product is [CH3:23][O:24][C:25]1[CH:30]=[CH:29][C:28]([CH2:31][C:32]([NH:20][C:15]2[C:16]([CH3:19])=[C:17]([CH3:18])[C:4]3[O:3][C:2]([CH3:22])([CH3:1])[C@H:6]([C:7]4[CH:8]=[CH:9][C:10]([CH3:13])=[CH:11][CH:12]=4)[C:5]=3[C:14]=2[CH3:21])=[O:33])=[CH:27][CH:26]=1. The yield is 0.740. (3) The reactants are [C:1]([O:5][C:6]([N:8]1[CH2:14][CH2:13][C:12]2[C:15]([SH:20])=[C:16]([Cl:19])[CH:17]=[CH:18][C:11]=2[CH2:10][CH2:9]1)=[O:7])([CH3:4])([CH3:3])[CH3:2].[CH2:21]([O:28][C:29]1[CH:36]=[CH:35][C:32]([CH2:33]Cl)=[CH:31][CH:30]=1)[C:22]1[CH:27]=[CH:26][CH:25]=[CH:24][CH:23]=1.C(=O)([O-])[O-].[K+].[K+].[I-].[K+]. The catalyst is CC(C)=O. The product is [CH2:21]([O:28][C:29]1[CH:30]=[CH:31][C:32]([CH2:33][S:20][C:15]2[C:12]3[CH2:13][CH2:14][N:8]([C:6]([O:5][C:1]([CH3:4])([CH3:2])[CH3:3])=[O:7])[CH2:9][CH2:10][C:11]=3[CH:18]=[CH:17][C:16]=2[Cl:19])=[CH:35][CH:36]=1)[C:22]1[CH:23]=[CH:24][CH:25]=[CH:26][CH:27]=1. The yield is 0.670. (4) The yield is 0.350. The catalyst is CO. The product is [CH3:1][O:2][C:3]1[N:4]=[CH:5][C:6]([CH2:9][OH:10])=[CH:7][CH:8]=1. The reactants are [CH3:1][O:2][C:3]1[CH:8]=[CH:7][C:6]([C:9](OC)=[O:10])=[CH:5][N:4]=1.[BH4-].[Na+]. (5) The reactants are [CH3:1][O:2][C:3](=[O:17])[CH2:4][C:5]1[CH:10]=[CH:9][C:8]([NH:11][CH2:12][C:13](=[O:16])[CH:14]=[CH2:15])=[CH:7][CH:6]=1.[NH:18]1[CH2:23][CH2:22][CH:21]([O:24][C:25](=[O:39])[NH:26][C:27]2[CH:32]=[CH:31][CH:30]=[CH:29][C:28]=2[C:33]2[CH:38]=[CH:37][CH:36]=[CH:35][CH:34]=2)[CH2:20][CH2:19]1. The catalyst is CCO. The product is [CH3:1][O:2][C:3](=[O:17])[CH2:4][C:5]1[CH:10]=[CH:9][C:8]([NH:11][CH2:12][C:13](=[O:16])[CH2:14][CH2:15][N:18]2[CH2:19][CH2:20][CH:21]([O:24][C:25](=[O:39])[NH:26][C:27]3[CH:32]=[CH:31][CH:30]=[CH:29][C:28]=3[C:33]3[CH:38]=[CH:37][CH:36]=[CH:35][CH:34]=3)[CH2:22][CH2:23]2)=[CH:7][CH:6]=1. The yield is 0.710. (6) The reactants are [CH:1]1([Mg]Br)[CH2:3][CH2:2]1.[CH2:6]([O:8][P:9]([N:14]1[CH:20]2[CH:15]1[CH2:16][CH2:17][N:18]([C:21]([O:23][CH2:24][C:25]1[CH:30]=[CH:29][CH:28]=[CH:27][CH:26]=1)=[O:22])[CH2:19]2)([O:11][CH2:12][CH3:13])=[O:10])[CH3:7].O. The catalyst is C1COCC1. The product is [CH:1]1([C@@H:15]2[CH2:16][CH2:17][N:18]([C:21]([O:23][CH2:24][C:25]3[CH:30]=[CH:29][CH:28]=[CH:27][CH:26]=3)=[O:22])[CH2:19][C@H:20]2[NH:14][P:9]([O:8][CH2:6][CH3:7])([O:11][CH2:12][CH3:13])=[O:10])[CH2:3][CH2:2]1. The yield is 0.590. (7) The reactants are Cl.[N:2]1[CH:7]=[CH:6][CH:5]=[C:4]([C:8]2[N:13]=[CH:12][C:11]([C:14]([OH:16])=O)=[CH:10][N:9]=2)[CH:3]=1.C(N(C(C)C)CC)(C)C.Cl.[CH3:27][NH:28][S:29]([C:32]1[CH:33]=[C:34]([CH:37]=[CH:38][CH:39]=1)[CH2:35][NH2:36])(=[O:31])=[O:30]. The catalyst is CN(C=O)C. The product is [CH3:27][NH:28][S:29]([C:32]1[CH:33]=[C:34]([CH:37]=[CH:38][CH:39]=1)[CH2:35][NH:36][C:14]([C:11]1[CH:12]=[N:13][C:8]([C:4]2[CH:3]=[N:2][CH:7]=[CH:6][CH:5]=2)=[N:9][CH:10]=1)=[O:16])(=[O:30])=[O:31]. The yield is 0.480. (8) The reactants are C(OC(N1CCC2C(SC(=O)N(C)C)=C([Cl:19])C=CC=2CC1)=O)(C)(C)C.C(OC([N:33]1[CH2:39][CH2:38][C:37]2[C:40]([S:46][C:47](=O)N(C)C)=[C:41]([Cl:45])[CH:42]=[C:43](Cl)[C:36]=2[CH2:35][CH2:34]1)=O)(C)(C)C.[OH-].[K+].C1CCN2C(=NCCC2)CC1.[F:65][C:66]([F:77])([F:76])[O:67][C:68]1[CH:75]=[CH:74][C:71](CBr)=[CH:70][CH:69]=1. The catalyst is CO.[Cl-].[NH4+]. The product is [ClH:19].[Cl:45][C:41]1[CH:42]=[CH:43][C:36]2[CH2:35][CH2:34][NH:33][CH2:39][CH2:38][C:37]=2[C:40]=1[S:46][CH2:47][C:71]1[CH:70]=[CH:69][C:68]([O:67][C:66]([F:65])([F:76])[F:77])=[CH:75][CH:74]=1. The yield is 0.430. (9) No catalyst specified. The product is [NH2:58][C:51]([C:46]1[CH:45]=[CH:44][C:43]2[C:48](=[CH:49][CH:50]=[C:41]([O:40][C@H:37]3[CH2:36][CH2:35][C@H:34]([C:30]([CH3:33])([CH3:32])[CH3:31])[CH2:39][CH2:38]3)[C:42]=2[C:61]([F:63])([F:64])[F:62])[CH:47]=1)([CH3:57])[CH2:52][CH2:53][C:54]([OH:56])=[O:55]. The yield is 0.260. The reactants are NC(C1C=CC2C(=CC=C(O[C@H]3CC[C@H](C(C)(C)C)CC3)C=2)C=1)(C)CCC(O)=O.[C:30]([C@H:34]1[CH2:39][CH2:38][C@H:37]([O:40][C:41]2[C:42]([C:61]([F:64])([F:63])[F:62])=[C:43]3[C:48](=[CH:49][CH:50]=2)[CH:47]=[C:46]([C:51]([N+:58]([O-])=O)([CH3:57])[CH2:52][CH2:53][C:54]([OH:56])=[O:55])[CH:45]=[CH:44]3)[CH2:36][CH2:35]1)([CH3:33])([CH3:32])[CH3:31]. (10) The product is [C:49]1([S:55][C:2]2[CH:3]=[C:4]([CH:8]([N:12]3[CH:16]=[C:15]([C:17]4[C:18]5[CH:25]=[CH:24][N:23]([CH2:26][O:27][CH2:28][CH2:29][Si:30]([CH3:33])([CH3:32])[CH3:31])[C:19]=5[N:20]=[CH:21][N:22]=4)[CH:14]=[N:13]3)[CH2:9][C:10]#[N:11])[CH:5]=[N:6][CH:7]=2)[CH:54]=[CH:53][CH:52]=[CH:51][CH:50]=1. The catalyst is C1C=CC(/C=C/C(/C=C/C2C=CC=CC=2)=O)=CC=1.C1C=CC(/C=C/C(/C=C/C2C=CC=CC=2)=O)=CC=1.[Pd].CC1(C)C2C=CC=C(P(C3C=CC=CC=3)C3C=CC=CC=3)C=2OC2C1=CC=CC=2P(C1C=CC=CC=1)C1C=CC=CC=1. The yield is 0.800. The reactants are Br[C:2]1[CH:3]=[C:4]([CH:8]([N:12]2[CH:16]=[C:15]([C:17]3[C:18]4[CH:25]=[CH:24][N:23]([CH2:26][O:27][CH2:28][CH2:29][Si:30]([CH3:33])([CH3:32])[CH3:31])[C:19]=4[N:20]=[CH:21][N:22]=3)[CH:14]=[N:13]2)[CH2:9][C:10]#[N:11])[CH:5]=[N:6][CH:7]=1.O1CCOCC1.CCN(C(C)C)C(C)C.[C:49]1([SH:55])[CH:54]=[CH:53][CH:52]=[CH:51][CH:50]=1.